Dataset: Experimentally validated miRNA-target interactions with 360,000+ pairs, plus equal number of negative samples. Task: Binary Classification. Given a miRNA mature sequence and a target amino acid sequence, predict their likelihood of interaction. (1) The miRNA is hsa-miR-944 with sequence AAAUUAUUGUACAUCGGAUGAG. The protein sequence of the target gene is MLTAAVLSCALLLALPATRGAQMGLAPMEGIRRPDQALLPELPGLGLRAPLKKTTAEQAEEDLLQEAQALAEVLDLQDREPRSSRRCVRLHESCLGQQVPCCDPCATCYCRFFNAFCYCRKLGTAMNPCSRT. Result: 0 (no interaction). (2) The miRNA is hsa-miR-5591-3p with sequence AUACCCAUAGCUUAGCUCCCA. The protein sequence of the target gene is MGEEGTGGTVHLLCLAASSGVPLFCRSSRGGAPARQQLPFSVIGSLNGVHMFGQNLEVQLSSARTENTTVVWKSFHDSITLIVLSSEVGISELRLERLLQMVFGAMVLLVGLEELTNIRNVERLKKDLRASYCLIDSFLGDSELIGDLTQCVDCVIPPEGSLLQEALSGFAEAAGTTFVSLVVSGRVVAATEGWWRLGTPEAVLLPWLVGSLPPQTARDYPVYLPHGSPTVPHRLLTLTLLPSLELCLLCGPSPPLSQLYPQLLERWWQPLLDPLRACLPLGPRALPSGFPLHTDILGLL.... Result: 0 (no interaction).